This data is from Forward reaction prediction with 1.9M reactions from USPTO patents (1976-2016). The task is: Predict the product of the given reaction. (1) Given the reactants CC(=[N:4][C@@H:5]([C:16]12[CH2:25][CH:20]3[CH2:21][CH:22]([CH2:24][C:18]([OH:26])([CH2:19]3)[CH2:17]1)[CH2:23]2)[C:6]([N:8]1[C@H:13]([C:14]#[N:15])[CH2:12][C@H:11]2[C@@H:9]1[CH2:10]2)=[O:7])C, predict the reaction product. The product is: [CH2:12]1[C@@H:13]([C:14]#[N:15])[N:8]([C:6]([C@@H:5]([NH2:4])[C:16]23[CH2:17][C:18]4([OH:26])[CH2:24][CH:22]([CH2:21][CH:20]([CH2:19]4)[CH2:25]2)[CH2:23]3)=[O:7])[C@@H:9]2[C@H:11]1[CH2:10]2.[OH2:7]. (2) Given the reactants Br[C:2]1[C:10]2[C:9](=[O:11])[N:8]([CH3:12])[C:7](=[O:13])[N:6]([CH2:14][CH:15]([CH3:17])[CH3:16])[C:5]=2[S:4][C:3]=1[CH2:18][C:19]1[CH:24]=[CH:23][CH:22]=[CH:21][C:20]=1[C:25]([F:28])([F:27])[F:26].[O:29]1[CH:33]=[CH:32][C:31]([CH:34]=[O:35])=[CH:30]1, predict the reaction product. The product is: [O:29]1[CH:33]=[CH:32][C:31]([CH:34]([OH:35])[C:2]2[C:10]3[C:9](=[O:11])[N:8]([CH3:12])[C:7](=[O:13])[N:6]([CH2:14][CH:15]([CH3:17])[CH3:16])[C:5]=3[S:4][C:3]=2[CH2:18][C:19]2[CH:24]=[CH:23][CH:22]=[CH:21][C:20]=2[C:25]([F:28])([F:27])[F:26])=[CH:30]1. (3) Given the reactants [Cl:1][CH2:2][C:3]([NH:5][C:6]1[CH:15]=[CH:14][CH:13]=[C:12]2[C:7]=1[C:8](=[O:25])[N:9](C1CCC(=O)NC1=O)[C:10]([CH3:16])=[N:11]2)=[O:4].[CH3:26][NH:27][CH3:28].[CH2:29]1[CH2:33][O:32][CH2:31][CH2:30]1.C(=O)([O-])O.[Na+].Cl.CCOCC.C[N:46]([CH:48]=[O:49])C, predict the reaction product. The product is: [ClH:1].[CH3:26][N:27]([CH3:28])[CH2:2][C:3]([NH:5][C:6]1[CH:15]=[CH:14][CH:13]=[C:12]2[C:7]=1[C:8](=[O:25])[N:9]([N:46]1[C:31](=[O:32])[CH2:30][CH2:29][CH2:33][C:48]1=[O:49])[C:10]([CH3:16])=[N:11]2)=[O:4]. (4) The product is: [F:15][C:16]1[CH:30]=[C:29]([CH2:31][O:32][C:2]2[CH:3]=[C:4]3[N:11]([CH3:12])[CH2:10][CH2:9][N:5]3[C:6](=[O:8])[N:7]=2)[CH:28]=[C:27]([F:33])[C:17]=1[O:18][C:19]1[CH:20]=[C:21]([CH:24]=[CH:25][CH:26]=1)[C:22]#[N:23]. Given the reactants Cl[C:2]1[CH:3]=[C:4]2[N:11]([CH3:12])[CH2:10][CH2:9][N:5]2[C:6](=[O:8])[N:7]=1.[H-].[Na+].[F:15][C:16]1[CH:30]=[C:29]([CH2:31][OH:32])[CH:28]=[C:27]([F:33])[C:17]=1[O:18][C:19]1[CH:20]=[C:21]([CH:24]=[CH:25][CH:26]=1)[C:22]#[N:23], predict the reaction product. (5) Given the reactants [CH2:1]([N:8]1[C:12]([CH2:13][CH:14]([C:19](=O)[CH2:20][CH3:21])[C:15](=O)[CH2:16][CH3:17])=[CH:11][N:10]=[CH:9]1)[C:2]1[CH:7]=[CH:6][CH:5]=[CH:4][CH:3]=1.[CH2:23]([NH:26][NH2:27])[CH2:24][CH3:25], predict the reaction product. The product is: [CH2:1]([N:8]1[C:12]([CH2:13][C:14]2[C:19]([CH2:20][CH3:21])=[N:27][N:26]([CH2:23][CH2:24][CH3:25])[C:15]=2[CH2:16][CH3:17])=[CH:11][N:10]=[CH:9]1)[C:2]1[CH:7]=[CH:6][CH:5]=[CH:4][CH:3]=1. (6) Given the reactants [CH2:1]([NH:8][C:9](=[O:18])[C:10]1[CH:15]=[CH:14][C:13]([NH:16][NH2:17])=N[CH:11]=1)[C:2]1[CH:7]=[CH:6][CH:5]=[CH:4][CH:3]=1.CN(C)[CH:21]=[C:22]([C:27]1[CH:32]=[CH:31][CH:30]=[CH:29][N:28]=1)[C:23]([O:25][CH3:26])=[O:24].[C:34](O)(C(F)(F)F)=O, predict the reaction product. The product is: [CH2:1]([NH:8][C:9]([C:10]1[CH:15]=[CH:14][C:13]([NH:16][NH:17][CH:21]=[C:22]([C:27]2[CH:32]=[CH:31][CH:30]=[CH:29][N:28]=2)[C:23]([O:25][CH3:26])=[O:24])=[CH:34][CH:11]=1)=[O:18])[C:2]1[CH:7]=[CH:6][CH:5]=[CH:4][CH:3]=1. (7) Given the reactants [H-].[Na+].[S:3]1[CH:7]=[CH:6][CH:5]=[C:4]1[SH:8].[C:9]([O:13][C:14]([N:16]1[CH2:22][CH2:21][C:20]2[C:23]([CH2:28]Cl)=[C:24]([Cl:27])[CH:25]=[CH:26][C:19]=2[CH2:18][CH2:17]1)=[O:15])([CH3:12])([CH3:11])[CH3:10], predict the reaction product. The product is: [C:9]([O:13][C:14]([N:16]1[CH2:22][CH2:21][C:20]2[C:23]([CH2:28][S:8][C:4]3[S:3][CH:7]=[CH:6][CH:5]=3)=[C:24]([Cl:27])[CH:25]=[CH:26][C:19]=2[CH2:18][CH2:17]1)=[O:15])([CH3:12])([CH3:11])[CH3:10]. (8) Given the reactants Cl[C:2]1[CH:3]=[C:4]([CH:23]=[CH:24][C:25]=1[Cl:26])[O:5][CH:6]1[CH2:11][CH2:10][N:9]([S:12]([C:15]2[C:16]([CH3:22])=[N:17][N:18]([CH3:21])[C:19]=2C)(=[O:14])=[O:13])[CH2:8][CH2:7]1.CN1C=C(S([Cl:36])(=O)=O)C(C)=N1.Cl.ClC1C=C(Cl)C=CC=1OC1CCNCC1, predict the reaction product. The product is: [Cl:36][C:23]1[CH:24]=[C:25]([Cl:26])[CH:2]=[CH:3][C:4]=1[O:5][CH:6]1[CH2:11][CH2:10][N:9]([S:12]([C:15]2[C:16]([CH3:22])=[N:17][N:18]([CH3:21])[CH:19]=2)(=[O:13])=[O:14])[CH2:8][CH2:7]1. (9) The product is: [Br:7][C:8]1[CH:13]=[CH:12][C:11]([NH:14][C:15]2[C:24]3[C:19](=[CH:20][C:21]([O:27][CH2:40][CH:41]4[CH2:46][CH2:45][N:44]([C:47]([O:49][C:50]([CH3:51])([CH3:53])[CH3:52])=[O:48])[CH2:43][CH2:42]4)=[C:22]([O:25][CH3:26])[CH:23]=3)[N:18]=[CH:17][N:16]=2)=[C:10]([F:28])[CH:9]=1. Given the reactants C(=O)([O-])[O-].[K+].[K+].[Br:7][C:8]1[CH:13]=[CH:12][C:11]([NH:14][C:15]2[C:24]3[C:19](=[CH:20][C:21]([OH:27])=[C:22]([O:25][CH3:26])[CH:23]=3)[N:18]=[CH:17][N:16]=2)=[C:10]([F:28])[CH:9]=1.S(O[CH2:40][CH:41]1[CH2:46][CH2:45][N:44]([C:47]([O:49][C:50]([CH3:53])([CH3:52])[CH3:51])=[O:48])[CH2:43][CH2:42]1)(C1C=CC(C)=CC=1)(=O)=O, predict the reaction product.